This data is from Peptide-MHC class I binding affinity with 185,985 pairs from IEDB/IMGT. The task is: Regression. Given a peptide amino acid sequence and an MHC pseudo amino acid sequence, predict their binding affinity value. This is MHC class I binding data. The MHC is HLA-B40:13 with pseudo-sequence HLA-B40:13. The binding affinity (normalized) is 0.706. The peptide sequence is YAMAIRQAI.